This data is from Acute oral toxicity (LD50) regression data from Zhu et al.. The task is: Regression/Classification. Given a drug SMILES string, predict its toxicity properties. Task type varies by dataset: regression for continuous values (e.g., LD50, hERG inhibition percentage) or binary classification for toxic/non-toxic outcomes (e.g., AMES mutagenicity, cardiotoxicity, hepatotoxicity). Dataset: ld50_zhu. (1) The compound is C=CCOc1ccc(C2c3ccc(OC)cc3OC(C)(C)C2c2ccccc2)cc1. The rat oral LD50 is 2.90, given as -log10 of the dose in mol/kg body weight (higher means more acutely toxic). (2) The molecule is COc1ccc2cc(C(C)C(=O)OCCO)ccc2c1. The rat oral LD50 is 2.20, given as -log10 of the dose in mol/kg body weight (higher means more acutely toxic). (3) The molecule is Cc1nccnc1C. The rat oral LD50 is 2.25, given as -log10 of the dose in mol/kg body weight (higher means more acutely toxic). (4) The compound is O=C(O)c1cccnc1Nc1cccc(C(F)(F)F)c1. The rat oral LD50 is 3.05, given as -log10 of the dose in mol/kg body weight (higher means more acutely toxic). (5) The compound is Cc1ccccc1N(CCO)CCO. The rat oral LD50 is 1.95, given as -log10 of the dose in mol/kg body weight (higher means more acutely toxic). (6) The drug is CCC1OCSC1=NOC(=O)NC. The rat oral LD50 is 3.93, given as -log10 of the dose in mol/kg body weight (higher means more acutely toxic).